From a dataset of Forward reaction prediction with 1.9M reactions from USPTO patents (1976-2016). Predict the product of the given reaction. (1) Given the reactants [OH:1][CH2:2][CH2:3][NH:4][C:5]([C:7]1[S:11][C:10]([O:12][C:13]2[CH:14]=[C:15]3[C:20](=[CH:21][CH:22]=2)[O:19][C@H:18]([C:23]2[CH:28]=[CH:27][CH:26]=[CH:25][C:24]=2[CH3:29])[CH2:17][CH2:16]3)=[N:9][CH:8]=1)=[O:6].N1C=NN=N1.[CH2:35]([O:42][P:43](N(C(C)C)C(C)C)[O:44][CH2:45][C:46]1[CH:51]=[CH:50][CH:49]=[CH:48][CH:47]=1)[C:36]1[CH:41]=[CH:40][CH:39]=[CH:38][CH:37]=1.ClC1C=CC=C(C(OO)=[O:67])C=1, predict the reaction product. The product is: [C:24]1([CH3:29])[CH:25]=[CH:26][CH:27]=[CH:28][C:23]=1[C@@H:18]1[CH2:17][CH2:16][C:15]2[C:20](=[CH:21][CH:22]=[C:13]([O:12][C:10]3[S:11][C:7]([C:5]([NH:4][CH2:3][CH2:2][O:1][P:43](=[O:67])([O:42][CH2:35][C:36]4[CH:37]=[CH:38][CH:39]=[CH:40][CH:41]=4)[O:44][CH2:45][C:46]4[CH:47]=[CH:48][CH:49]=[CH:50][CH:51]=4)=[O:6])=[CH:8][N:9]=3)[CH:14]=2)[O:19]1. (2) Given the reactants [CH3:1][C:2]([OH:7])([CH2:4][CH:5]=[CH2:6])[CH3:3].C(N(CC)CC)C.Cl[P:16]([C:23]1[CH:28]=[CH:27][CH:26]=[CH:25][CH:24]=1)[C:17]1[CH:22]=[CH:21][CH:20]=[CH:19][CH:18]=1, predict the reaction product. The product is: [CH3:1][C:2]([O:7][P:16]([C:23]1[CH:24]=[CH:25][CH:26]=[CH:27][CH:28]=1)[C:17]1[CH:22]=[CH:21][CH:20]=[CH:19][CH:18]=1)([CH2:4][CH:5]=[CH2:6])[CH3:3]. (3) Given the reactants Cl[CH2:2][CH2:3][CH2:4][CH2:5][CH2:6][CH2:7][N:8]1[C:16]2[C:11](=[CH:12][CH:13]=[CH:14][CH:15]=2)[CH:10]=[CH:9]1.[NH:17]1[CH2:22][CH2:21][CH:20]([C:23]2[CH:28]=[CH:27][C:26]([NH:29][C:30](=[O:33])[CH2:31][CH3:32])=[CH:25][CH:24]=2)[CH2:19][CH2:18]1, predict the reaction product. The product is: [N:8]1([CH2:7][CH2:6][CH2:5][CH2:4][CH2:3][CH2:2][N:17]2[CH2:22][CH2:21][CH:20]([C:23]3[CH:28]=[CH:27][C:26]([NH:29][C:30](=[O:33])[CH2:31][CH3:32])=[CH:25][CH:24]=3)[CH2:19][CH2:18]2)[C:16]2[C:11](=[CH:12][CH:13]=[CH:14][CH:15]=2)[CH:10]=[CH:9]1. (4) Given the reactants [CH:1]([C:4]1[N:9]=[C:8]([C:10]2[CH:15]=[CH:14][C:13]([CH3:16])=[CH:12][N:11]=2)[CH:7]=[C:6]([C:17]([OH:19])=O)[CH:5]=1)([CH3:3])[CH3:2].[F:20][C:21]([F:32])([F:31])[C:22]1[N:27]=[CH:26][C:25]([C@H:28]([NH2:30])[CH3:29])=[CH:24][N:23]=1.CN(C(ON1N=NC2C=CC=NC1=2)=[N+](C)C)C.F[P-](F)(F)(F)(F)F.C(N(C(C)C)CC)(C)C, predict the reaction product. The product is: [CH:1]([C:4]1[N:9]=[C:8]([C:10]2[CH:15]=[CH:14][C:13]([CH3:16])=[CH:12][N:11]=2)[CH:7]=[C:6]([C:17]([NH:30][C@@H:28]([C:25]2[CH:24]=[N:23][C:22]([C:21]([F:32])([F:31])[F:20])=[N:27][CH:26]=2)[CH3:29])=[O:19])[CH:5]=1)([CH3:2])[CH3:3]. (5) Given the reactants C([O:8][C@@:9]12[CH2:15][O:14][C@@H:13]1[C@H:12]([N:16]1[CH:24]=[C:22]([CH3:23])[C:20](=[O:21])[NH:19][C:17]1=[O:18])[O:11][C@@H:10]2[CH2:25][O:26]CC1C=CC=CC=1)C1C=CC=CC=1, predict the reaction product. The product is: [OH:8][C@@:9]12[CH2:15][O:14][C@@H:13]1[C@H:12]([N:16]1[CH:24]=[C:22]([CH3:23])[C:20](=[O:21])[NH:19][C:17]1=[O:18])[O:11][C@@H:10]2[CH2:25][OH:26]. (6) Given the reactants [F:1][CH:2]([F:37])[C:3]1[N:7]([C:8]2[N:13]=[C:12]([N:14]3[CH2:19][CH2:18][O:17][CH2:16][CH2:15]3)[N:11]=[C:10]([N:20]3[CH2:25][CH2:24][N:23]([S:26]([CH:29]=[CH2:30])(=[O:28])=[O:27])[CH2:22][CH2:21]3)[N:9]=2)[C:6]2[CH:31]=[CH:32][CH:33]=[C:34]([O:35][CH3:36])[C:5]=2[N:4]=1.Cl.[CH:39]12[O:46][CH:43]([CH2:44][CH2:45]1)[CH2:42][NH2+:41][CH2:40]2.CCN(C(C)C)C(C)C, predict the reaction product. The product is: [F:37][CH:2]([F:1])[C:3]1[N:7]([C:8]2[N:13]=[C:12]([N:14]3[CH2:15][CH2:16][O:17][CH2:18][CH2:19]3)[N:11]=[C:10]([N:20]3[CH2:21][CH2:22][N:23]([S:26]([CH2:29][CH2:30][N:41]4[CH2:40][CH:39]5[O:46][CH:43]([CH2:44][CH2:45]5)[CH2:42]4)(=[O:28])=[O:27])[CH2:24][CH2:25]3)[N:9]=2)[C:6]2[CH:31]=[CH:32][CH:33]=[C:34]([O:35][CH3:36])[C:5]=2[N:4]=1.